From a dataset of Acute oral toxicity (LD50) regression data from Zhu et al.. Regression/Classification. Given a drug SMILES string, predict its toxicity properties. Task type varies by dataset: regression for continuous values (e.g., LD50, hERG inhibition percentage) or binary classification for toxic/non-toxic outcomes (e.g., AMES mutagenicity, cardiotoxicity, hepatotoxicity). Dataset: ld50_zhu. (1) The compound is O=C(CCCN1CCN(c2ccccc2)CC1)c1ccc(F)cc1. The rat oral LD50 is 2.77, given as -log10 of the dose in mol/kg body weight (higher means more acutely toxic). (2) The molecule is CN=C=S. The rat oral LD50 is 2.88, given as -log10 of the dose in mol/kg body weight (higher means more acutely toxic). (3) The compound is CCOP(=S)(OCC)Oc1ccc([N+](=O)[O-])cc1Cl. The rat oral LD50 is 4.51, given as -log10 of the dose in mol/kg body weight (higher means more acutely toxic). (4) The drug is Cc1ccccc1C(=O)Nc1cccc(OC(C)C)c1. The rat oral LD50 is 1.43, given as -log10 of the dose in mol/kg body weight (higher means more acutely toxic). (5) The molecule is ClC1=C(Cl)C2(Cl)C3C4OC4(Cl)C(Cl)C3C1(Cl)C2(Cl)Cl. The rat oral LD50 is 2.97, given as -log10 of the dose in mol/kg body weight (higher means more acutely toxic). (6) The drug is O=[N+]([O-])c1cc(Cl)c2nc(C(F)(F)F)[nH]c2c1. The rat oral LD50 is 4.43, given as -log10 of the dose in mol/kg body weight (higher means more acutely toxic). (7) The compound is O=C1C2CC=CCC2C(=O)N1SC(Cl)(Cl)Cl. The rat oral LD50 is 1.52, given as -log10 of the dose in mol/kg body weight (higher means more acutely toxic). (8) The molecule is CCCC(=O)CCC. The rat oral LD50 is 1.49, given as -log10 of the dose in mol/kg body weight (higher means more acutely toxic).